From a dataset of Forward reaction prediction with 1.9M reactions from USPTO patents (1976-2016). Predict the product of the given reaction. (1) Given the reactants [CH2:1]([O:3][C:4](=[O:41])[CH2:5][CH2:6][C:7]1[O:8][C:9]2[CH:40]=[CH:39][CH:38]=[CH:37][C:10]=2[C:11]=1[CH2:12][CH:13]1[CH2:17][CH2:16][CH2:15][N:14]1[C:18](=[O:36])[CH:19]([NH:23][C:24](=[O:35])[CH:25]([NH:27]C(OC(C)(C)C)=O)[CH3:26])[CH:20]([CH3:22])[CH3:21])[CH3:2].C(O)(C(F)(F)F)=O, predict the reaction product. The product is: [CH2:1]([O:3][C:4](=[O:41])[CH2:5][CH2:6][C:7]1[O:8][C:9]2[CH:40]=[CH:39][CH:38]=[CH:37][C:10]=2[C:11]=1[CH2:12][CH:13]1[CH2:17][CH2:16][CH2:15][N:14]1[C:18](=[O:36])[CH:19]([NH:23][C:24](=[O:35])[CH:25]([NH2:27])[CH3:26])[CH:20]([CH3:22])[CH3:21])[CH3:2]. (2) Given the reactants [H-].[Na+].[CH2:3]1[O:11][C:10]2[CH:9]=[CH:8][C:7]([CH:12]3[C:24]4[NH:23][C:22]5[C:17](=[CH:18][CH:19]=[CH:20][CH:21]=5)[C:16]=4[CH2:15][CH2:14][N:13]3[C:25]3[N:30]=[CH:29][C:28]([C:31]4[CH:36]=[CH:35][C:34]([CH3:37])=[CH:33][CH:32]=4)=[CH:27][N:26]=3)=[CH:6][C:5]=2[O:4]1.CN(C=[O:42])C, predict the reaction product. The product is: [CH3:37][C:34]1[CH:33]=[CH:32][C:31]([C:28]2[CH:29]=[N:30][C:25]([N:13]3[CH2:14][C:15]4[C:16](=[O:42])[C:17]5[CH:18]=[CH:19][CH:20]=[CH:21][C:22]=5[NH:23][C:24]=4[CH:12]3[C:7]3[CH:8]=[CH:9][C:10]4[O:11][CH2:3][O:4][C:5]=4[CH:6]=3)=[N:26][CH:27]=2)=[CH:36][CH:35]=1. (3) Given the reactants [CH3:1][O:2][C:3](=[O:19])[CH2:4][O:5][C:6]1[CH:11]=[C:10]([Br:12])[C:9]([O:13][CH2:14][C:15](=[S:17])[NH2:16])=[CH:8][C:7]=1[CH3:18].Br[CH2:21][C:22]([C:24]1[CH:29]=[CH:28][C:27]([N+:30]([O-:32])=[O:31])=[CH:26][CH:25]=1)=O.[CH3:33]CO, predict the reaction product. The product is: [CH2:1]([O:2][C:3](=[O:19])[CH2:4][O:5][C:6]1[CH:11]=[C:10]([Br:12])[C:9]([O:13][CH2:14][C:15]2[S:17][CH:21]=[C:22]([C:24]3[CH:29]=[CH:28][C:27]([N+:30]([O-:32])=[O:31])=[CH:26][CH:25]=3)[N:16]=2)=[CH:8][C:7]=1[CH3:18])[CH3:33]. (4) Given the reactants C(N(CC)CC)C.[CH3:8][C@H:9]1[NH:13][CH2:12][C@@H:11]([CH2:14][N:15]2[C:23]3[C:18](=[CH:19][C:20]([C:24]4[CH:25]=[N:26][N:27]([CH:29]5[CH2:34][CH2:33][CH2:32][CH2:31][O:30]5)[CH:28]=4)=[CH:21][CH:22]=3)[CH:17]=[N:16]2)[CH2:10]1.[C:35]1([S:41](Cl)(=[O:43])=[O:42])[CH:40]=[CH:39][CH:38]=[CH:37][CH:36]=1.C(=O)(O)[O-].[Na+], predict the reaction product. The product is: [CH3:8][C@H:9]1[N:13]([S:41]([C:35]2[CH:40]=[CH:39][CH:38]=[CH:37][CH:36]=2)(=[O:43])=[O:42])[CH2:12][C@@H:11]([CH2:14][N:15]2[C:23]3[C:18](=[CH:19][C:20]([C:24]4[CH:25]=[N:26][N:27]([CH:29]5[CH2:34][CH2:33][CH2:32][CH2:31][O:30]5)[CH:28]=4)=[CH:21][CH:22]=3)[CH:17]=[N:16]2)[CH2:10]1.